Dataset: Full USPTO retrosynthesis dataset with 1.9M reactions from patents (1976-2016). Task: Predict the reactants needed to synthesize the given product. (1) Given the product [OH:38][CH:37]([C:39]1[CH:44]=[CH:43][CH:42]=[CH:41][CH:40]=1)[CH2:36][N:35]([CH3:34])[C:7]1[C:8]2[CH2:28][N:27]([C:29](=[O:31])[CH3:30])[CH2:26][CH2:25][C:9]=2[N:10]=[C:11]([NH:13][C:14]2[CH:15]=[CH:16][C:17]([C:20]3[O:24][CH:23]=[N:22][CH:21]=3)=[CH:18][CH:19]=2)[N:12]=1, predict the reactants needed to synthesize it. The reactants are: FC(F)(F)S(O[C:7]1[C:8]2[CH2:28][N:27]([C:29](=[O:31])[CH3:30])[CH2:26][CH2:25][C:9]=2[N:10]=[C:11]([NH:13][C:14]2[CH:19]=[CH:18][C:17]([C:20]3[O:24][CH:23]=[N:22][CH:21]=3)=[CH:16][CH:15]=2)[N:12]=1)(=O)=O.[CH3:34][NH:35][CH2:36][CH:37]([C:39]1[CH:44]=[CH:43][CH:42]=[CH:41][CH:40]=1)[OH:38]. (2) The reactants are: [H-].[Na+].[OH:3][CH2:4][C:5]([C:7]1[CH:12]=[CH:11][CH:10]=[CH:9][CH:8]=1)=[O:6].Cl[C:14]1[N:15]([CH3:27])[C:16](=[O:26])[CH:17]=[C:18]([C:20]2[CH:25]=[CH:24][N:23]=[CH:22][N:21]=2)[N:19]=1. Given the product [CH3:27][N:15]1[C:16](=[O:26])[CH:17]=[C:18]([C:20]2[CH:25]=[CH:24][N:23]=[CH:22][N:21]=2)[N:19]=[C:14]1[O:3][CH2:4][C:5](=[O:6])[C:7]1[CH:12]=[CH:11][CH:10]=[CH:9][CH:8]=1, predict the reactants needed to synthesize it.